From a dataset of Full USPTO retrosynthesis dataset with 1.9M reactions from patents (1976-2016). Predict the reactants needed to synthesize the given product. (1) Given the product [CH2:1]([O:3][C:4](=[O:22])[CH2:5][CH2:6][CH2:7][CH2:8][CH2:9][O:10][C:11]1[CH:16]=[C:15]([CH:17]=[O:18])[CH:14]=[CH:13][C:12]=1[NH2:19])[CH3:2], predict the reactants needed to synthesize it. The reactants are: [CH2:1]([O:3][C:4](=[O:22])[CH2:5][CH2:6][CH2:7][CH2:8][CH2:9][O:10][C:11]1[CH:16]=[C:15]([CH:17]=[O:18])[CH:14]=[CH:13][C:12]=1[N+:19]([O-])=O)[CH3:2].O. (2) Given the product [CH:25]1([C:20]2[N:17]=[C:40]([OH:42])[C:38]3[C:37](=[CH:36][C:35]([O:45][CH3:46])=[C:34]([O:33][CH3:32])[CH:39]=3)[N:44]=2)[CH2:24][CH2:23][CH2:22]1, predict the reactants needed to synthesize it. The reactants are: C1(C2N=[C:20]([N:17]3CC[N:17]([C:20]4[CH:25]=[CH:24][CH:23]=[CH:22]C=4OC)CC3)[C:25]3C(=C[C:22](OC)=[C:23](OC)[CH:24]=3)N=2)CC1.[CH3:32][O:33][C:34]1[CH:39]=[C:38]([C:40]([O:42]C)=O)[C:37]([NH2:44])=[CH:36][C:35]=1[O:45][CH3:46].C1(C#N)CCC1. (3) Given the product [CH2:19]([O:21][C:22]1[CH:41]=[CH:40][C:25]([O:26][CH:27]2[CH2:28][N:29]([C:31]3[CH:36]=[CH:35][C:34]([C@@H:37]([NH:39][C:43]([NH:12][C:13]4[CH:18]=[CH:17][N:16]=[CH:15][N:14]=4)=[O:42])[CH3:38])=[CH:33][CH:32]=3)[CH2:30]2)=[CH:24][CH:23]=1)[CH3:20], predict the reactants needed to synthesize it. The reactants are: C1CCN2C(=NCCC2)CC1.[NH2:12][C:13]1[CH:18]=[CH:17][N:16]=[CH:15][N:14]=1.[CH2:19]([O:21][C:22]1[CH:41]=[CH:40][C:25]([O:26][CH:27]2[CH2:30][N:29]([C:31]3[CH:36]=[CH:35][C:34]([C@@H:37]([NH2:39])[CH3:38])=[CH:33][CH:32]=3)[CH2:28]2)=[CH:24][CH:23]=1)[CH3:20].[O:42]1CCOC[CH2:43]1. (4) The reactants are: [C:1]([O:4][CH2:5][C:6]([NH:8][C:9]1[CH:14]=[CH:13][C:12]([C:15]#[N:16])=[CH:11][CH:10]=1)=O)(=[O:3])[CH3:2].C1(P(C2C=CC=CC=2)C2C=CC=CC=2)C=CC=CC=1.N(C(OC(C)C)=O)=NC(OC(C)C)=O.C[Si]([N:54]=[N+:55]=[N-:56])(C)C. Given the product [C:1]([O:4][CH2:5][C:6]1[N:8]([C:9]2[CH:14]=[CH:13][C:12]([C:15]#[N:16])=[CH:11][CH:10]=2)[N:56]=[N:55][N:54]=1)(=[O:3])[CH3:2], predict the reactants needed to synthesize it. (5) The reactants are: [CH3:1][C:2]#[N:3].[H-].[Na+].[CH3:6][O:7][C:8]([C:10]1[S:11][C:12]([C:25](OC)=[O:26])=[CH:13][C:14]=1[O:15][CH:16]([C:18]1[CH:23]=[CH:22][CH:21]=[CH:20][C:19]=1[Cl:24])[CH3:17])=[O:9]. Given the product [CH3:6][O:7][C:8]([C:10]1[S:11][C:12]([C:25](=[O:26])[CH2:1][C:2]#[N:3])=[CH:13][C:14]=1[O:15][CH:16]([C:18]1[CH:23]=[CH:22][CH:21]=[CH:20][C:19]=1[Cl:24])[CH3:17])=[O:9], predict the reactants needed to synthesize it.